From a dataset of Full USPTO retrosynthesis dataset with 1.9M reactions from patents (1976-2016). Predict the reactants needed to synthesize the given product. (1) Given the product [C:15]([O:14][C:12]([N:6]1[C@H:7]([C:9]([OH:11])=[O:10])[CH2:8][C:4]2([CH2:3][CH2:2]2)[CH2:5]1)=[O:13])([CH3:18])([CH3:16])[CH3:17], predict the reactants needed to synthesize it. The reactants are: Br[C:2]1(Br)[C:4]2([CH2:8][C@@H:7]([C:9]([OH:11])=[O:10])[N:6]([C:12]([O:14][C:15]([CH3:18])([CH3:17])[CH3:16])=[O:13])[CH2:5]2)[CH2:3]1.C[Si]([SiH]([Si](C)(C)C)[Si](C)(C)C)(C)C.CC(N=NC(C#N)(C)C)(C#N)C. (2) The reactants are: [F:1][CH2:2][C:3]1[CH:4]=[CH:5][C:6]([CH2:9][OH:10])=[N:7][CH:8]=1. Given the product [F:1][CH2:2][C:3]1[CH:4]=[CH:5][C:6]([CH:9]=[O:10])=[N:7][CH:8]=1, predict the reactants needed to synthesize it. (3) Given the product [CH3:55][O:54][C:53](=[O:56])[NH:52][C@@H:47]([C:48]([CH3:51])([CH3:50])[CH3:49])[C:45](=[O:46])[NH:44][C@@H:8]([CH2:1][C:2]1[CH:3]=[CH:4][CH:5]=[CH:6][CH:7]=1)[C@@H:9]([O:38][CH:39]([O:61][P:57]([OH:60])([OH:59])=[O:58])[CH3:40])[CH2:10][C@H:11]([CH2:12][C:13]1[CH:14]=[CH:15][C:16]([C:19]2[CH:24]=[CH:23][CH:22]=[CH:21][N:20]=2)=[CH:17][CH:18]=1)[NH:25][C:26](=[O:37])[C@H:27]([C:33]([CH3:36])([CH3:35])[CH3:34])[NH:28][C:29](=[O:30])[O:31][CH3:32].[Na:75][Na:76], predict the reactants needed to synthesize it. The reactants are: [CH2:1]([C@H:8]([NH:44][C:45]([C@@H:47]([NH:52][C:53](=[O:56])[O:54][CH3:55])[C:48]([CH3:51])([CH3:50])[CH3:49])=[O:46])[C@@H:9]([O:38][CH:39](SCC)[CH3:40])[CH2:10][C@@H:11]([NH:25][C:26](=[O:37])[C@H:27]([C:33]([CH3:36])([CH3:35])[CH3:34])[NH:28][C:29]([O:31][CH3:32])=[O:30])[CH2:12][C:13]1[CH:18]=[CH:17][C:16]([C:19]2[CH:24]=[CH:23][CH:22]=[CH:21][N:20]=2)=[CH:15][CH:14]=1)[C:2]1[CH:7]=[CH:6][CH:5]=[CH:4][CH:3]=1.[P:57](=[O:61])([OH:60])([OH:59])[OH:58].IN1C(=O)CCC1=O.[O-]S([O-])(=S)=O.[Na+:75].[Na+:76].C([O-])([O-])=O.[Na+].[Na+].